This data is from Reaction yield outcomes from USPTO patents with 853,638 reactions. The task is: Predict the reaction yield, written as a fraction of the theoretical maximum amount of product (1.0 means a 100% yield; for example, 0.34 means a 34% yield). (1) The reactants are [CH3:1][O:2][C:3]([C:5]1[CH:10]=[CH:9][C:8]([C:11]2[C:12]([CH3:49])([CH3:48])[C@H:13]3[C@:26]([CH3:29])([CH2:27][CH:28]=2)[C@@H:25]2[C@:16]([CH3:47])([C@@:17]4([CH3:46])[C@H:22]([CH2:23][CH2:24]2)[C@H:21]2[C@H:30]([C:33]([CH3:35])=[CH2:34])[CH2:31][CH2:32][C@:20]2([C:36]([O:38][Si](C(C)(C)C)(C)C)=[O:37])[CH2:19][CH2:18]4)[CH2:15][CH2:14]3)=[CH:7][CH:6]=1)=[O:4].CCCC[N+](CCCC)(CCCC)CCCC.[F-]. The catalyst is O1CCOCC1.Cl.O. The product is [CH3:1][O:2][C:3]([C:5]1[CH:10]=[CH:9][C:8]([C:11]2[C:12]([CH3:49])([CH3:48])[C@H:13]3[C@:26]([CH3:29])([CH2:27][CH:28]=2)[C@@H:25]2[C@:16]([CH3:47])([C@@:17]4([CH3:46])[C@H:22]([CH2:23][CH2:24]2)[C@H:21]2[C@H:30]([C:33]([CH3:35])=[CH2:34])[CH2:31][CH2:32][C@:20]2([C:36]([OH:38])=[O:37])[CH2:19][CH2:18]4)[CH2:15][CH2:14]3)=[CH:7][CH:6]=1)=[O:4]. The yield is 0.990. (2) The reactants are [Br:1][C:2]1[N:6]([C@@H:7]2[O:24][CH2:23][C@@H:18]([O:19]C(=O)C)[C@@H:13]([O:14]C(=O)C)[C@H:8]2[O:9]C(=O)C)[C:5]2[CH:25]=[C:26]([Cl:30])[C:27]([Cl:29])=[CH:28][C:4]=2[N:3]=1.[Li+].[OH-]. The catalyst is O1CCOCC1. The product is [Br:1][C:2]1[N:6]([C@@H:7]2[O:24][CH2:23][C@@H:18]([OH:19])[C@@H:13]([OH:14])[C@H:8]2[OH:9])[C:5]2[CH:25]=[C:26]([Cl:30])[C:27]([Cl:29])=[CH:28][C:4]=2[N:3]=1. The yield is 0.750.